This data is from NCI-60 drug combinations with 297,098 pairs across 59 cell lines. The task is: Regression. Given two drug SMILES strings and cell line genomic features, predict the synergy score measuring deviation from expected non-interaction effect. (1) Drug 1: CC12CCC(CC1=CCC3C2CCC4(C3CC=C4C5=CN=CC=C5)C)O. Drug 2: CN(CC1=CN=C2C(=N1)C(=NC(=N2)N)N)C3=CC=C(C=C3)C(=O)NC(CCC(=O)O)C(=O)O. Cell line: SN12C. Synergy scores: CSS=7.86, Synergy_ZIP=-2.76, Synergy_Bliss=-3.04, Synergy_Loewe=-2.66, Synergy_HSA=-2.50. (2) Drug 1: C1=NC2=C(N1)C(=S)N=C(N2)N. Drug 2: CCC1(C2=C(COC1=O)C(=O)N3CC4=CC5=C(C=CC(=C5CN(C)C)O)N=C4C3=C2)O.Cl. Cell line: HOP-62. Synergy scores: CSS=33.5, Synergy_ZIP=-14.0, Synergy_Bliss=-13.3, Synergy_Loewe=-14.5, Synergy_HSA=-13.6. (3) Drug 2: CC1CC(C(C(C=C(C(C(C=CC=C(C(=O)NC2=CC(=O)C(=C(C1)C2=O)OC)C)OC)OC(=O)N)C)C)O)OC. Drug 1: CN(CC1=CN=C2C(=N1)C(=NC(=N2)N)N)C3=CC=C(C=C3)C(=O)NC(CCC(=O)O)C(=O)O. Cell line: OVCAR3. Synergy scores: CSS=55.7, Synergy_ZIP=3.70, Synergy_Bliss=1.82, Synergy_Loewe=-6.02, Synergy_HSA=2.72. (4) Drug 1: C1=C(C(=O)NC(=O)N1)F. Drug 2: COCCOC1=C(C=C2C(=C1)C(=NC=N2)NC3=CC=CC(=C3)C#C)OCCOC. Cell line: UACC62. Synergy scores: CSS=48.5, Synergy_ZIP=1.98, Synergy_Bliss=3.66, Synergy_Loewe=5.68, Synergy_HSA=9.56. (5) Drug 1: C1CN1P(=S)(N2CC2)N3CC3. Drug 2: CC(C)CN1C=NC2=C1C3=CC=CC=C3N=C2N. Cell line: HOP-92. Synergy scores: CSS=11.2, Synergy_ZIP=-3.78, Synergy_Bliss=-0.923, Synergy_Loewe=-1.26, Synergy_HSA=-1.28. (6) Drug 1: C1=NC2=C(N=C(N=C2N1C3C(C(C(O3)CO)O)O)F)N. Drug 2: CC1C(C(CC(O1)OC2CC(CC3=C2C(=C4C(=C3O)C(=O)C5=C(C4=O)C(=CC=C5)OC)O)(C(=O)CO)O)N)O.Cl. Cell line: HT29. Synergy scores: CSS=11.8, Synergy_ZIP=0.711, Synergy_Bliss=-0.139, Synergy_Loewe=-21.1, Synergy_HSA=-2.27. (7) Drug 1: C1=NC2=C(N1)C(=S)N=CN2. Drug 2: COC1=C2C(=CC3=C1OC=C3)C=CC(=O)O2. Cell line: SF-295. Synergy scores: CSS=31.6, Synergy_ZIP=2.75, Synergy_Bliss=4.78, Synergy_Loewe=-15.3, Synergy_HSA=4.09.